The task is: Predict which catalyst facilitates the given reaction.. This data is from Catalyst prediction with 721,799 reactions and 888 catalyst types from USPTO. (1) Product: [Br:1][C:2]1[CH:9]=[CH:8][C:5]([CH:6]=[C:18]([C:12]2[CH:13]=[CH:14][C:15]([Cl:17])=[CH:16][C:11]=2[Cl:10])[C:19]([OH:21])=[O:20])=[CH:4][CH:3]=1. The catalyst class is: 84. Reactant: [Br:1][C:2]1[CH:9]=[CH:8][C:5]([CH:6]=O)=[CH:4][CH:3]=1.[Cl:10][C:11]1[CH:16]=[C:15]([Cl:17])[CH:14]=[CH:13][C:12]=1[CH2:18][C:19]([OH:21])=[O:20].C(OC(=O)C)(=O)C.C(N(CC)CC)C. (2) Reactant: [C:1]([C:3]1[C:4]([S:23][CH2:24][C:25]([NH2:27])=[O:26])=[N:5][C:6]([NH:19][CH:20]2[CH2:22][CH2:21]2)=[N:7][C:8]=1[C:9]1[CH:14]=[CH:13][C:12]([C:15]([F:18])([F:17])[F:16])=[CH:11][CH:10]=1)#[N:2].[Na].O.C(O)(=O)C. Product: [NH2:2][C:1]1[C:3]2[C:8]([C:9]3[CH:14]=[CH:13][C:12]([C:15]([F:18])([F:16])[F:17])=[CH:11][CH:10]=3)=[N:7][C:6]([NH:19][CH:20]3[CH2:21][CH2:22]3)=[N:5][C:4]=2[S:23][C:24]=1[C:25]([NH2:27])=[O:26]. The catalyst class is: 8.